This data is from Full USPTO retrosynthesis dataset with 1.9M reactions from patents (1976-2016). The task is: Predict the reactants needed to synthesize the given product. (1) The reactants are: [NH2:1][CH2:2][CH2:3][C:4]([C:9]1[CH:14]=[CH:13][C:12]([F:15])=[CH:11][CH:10]=1)([OH:8])[CH2:5][CH:6]=[CH2:7].CCN(C(C)C)C(C)C.Cl[C:26](Cl)([O:28]C(=O)OC(Cl)(Cl)Cl)Cl. Given the product [CH2:5]([C:4]1([C:9]2[CH:10]=[CH:11][C:12]([F:15])=[CH:13][CH:14]=2)[O:8][C:26](=[O:28])[NH:1][CH2:2][CH2:3]1)[CH:6]=[CH2:7], predict the reactants needed to synthesize it. (2) Given the product [CH2:12]([N:13]([CH2:23][CH3:24])[CH2:14][CH2:15][CH2:7][C:1]1[CH:6]=[C:21]2[C:22](=[CH:3][CH:2]=1)[NH:17][C:19]([CH:18]=[C:11]1[C:10]3[C:14](=[CH:15][C:7]([C:1]4[CH:2]=[CH:3][CH:4]=[CH:5][CH:6]=4)=[CH:8][CH:9]=3)[NH:13][C:12]1=[O:16])=[CH:20]2)[CH3:11], predict the reactants needed to synthesize it. The reactants are: [C:1]1([C:7]2[CH:15]=[C:14]3[C:10]([CH2:11][C:12](=[O:16])[NH:13]3)=[CH:9][CH:8]=2)[CH:6]=[CH:5][CH:4]=[CH:3][CH:2]=1.[NH:17]1[CH2:22][CH2:21][CH2:20][CH2:19][CH2:18]1.[CH2:23](O)[CH3:24]. (3) Given the product [Cl:1][C:2]1[N:3]=[CH:4][N:5]=[C:6]([NH2:10])[C:7]=1[CH3:8], predict the reactants needed to synthesize it. The reactants are: [Cl:1][C:2]1[C:7]([CH3:8])=[C:6](Cl)[N:5]=[CH:4][N:3]=1.[NH3:10].O. (4) Given the product [CH3:36][C@H:5]1[C@H:6]([CH3:35])[C@@H:7]([NH:27][C:28]2[CH:33]=[N:32][C:31]([CH3:34])=[CH:30][N:29]=2)[C:8]2[C:13](=[CH:12][CH:11]=[C:10]([N:14]3[CH2:15][CH2:16][NH:17][CH2:18][CH2:19]3)[CH:9]=2)[N:4]1[C:1](=[O:3])[CH3:2], predict the reactants needed to synthesize it. The reactants are: [C:1]([N:4]1[C:13]2[C:8](=[CH:9][C:10]([N:14]3[CH2:19][CH2:18][N:17](C(OC(C)(C)C)=O)[CH2:16][CH2:15]3)=[CH:11][CH:12]=2)[C@H:7]([NH:27][C:28]2[CH:33]=[N:32][C:31]([CH3:34])=[CH:30][N:29]=2)[C@@H:6]([CH3:35])[C@@H:5]1[CH3:36])(=[O:3])[CH3:2].C(O)(C(F)(F)F)=O.